Dataset: Forward reaction prediction with 1.9M reactions from USPTO patents (1976-2016). Task: Predict the product of the given reaction. (1) Given the reactants CC1(C)C(C)(C)OB([C:9]2[CH2:14][CH:13]([C:15]([F:18])([F:17])[F:16])[CH2:12][C:11](=[O:19])[CH:10]=2)O1.Cl[C:22]1[CH:27]=[CH:26][N:25]=[CH:24][C:23]=1[N+:28]([O-:30])=[O:29].C([O-])([O-])=O.[Na+].[Na+].N#N.C(Cl)Cl, predict the reaction product. The product is: [N+:28]([C:23]1[CH:24]=[N:25][CH:26]=[CH:27][C:22]=1[C:9]1[CH2:14][CH:13]([C:15]([F:16])([F:17])[F:18])[CH2:12][C:11](=[O:19])[CH:10]=1)([O-:30])=[O:29]. (2) The product is: [F:1][C:2]1[C:3]([I:21])=[C:4]2[N:10]=[C:9]([C:11]3[CH:20]=[CH:19][C:14]([C:15]([OH:17])=[O:16])=[CH:13][CH:12]=3)[NH:8][C:5]2=[N:6][CH:7]=1. Given the reactants [F:1][C:2]1[C:3]([I:21])=[C:4]2[N:10]=[C:9]([C:11]3[CH:20]=[CH:19][C:14]([C:15]([O:17]C)=[O:16])=[CH:13][CH:12]=3)[NH:8][C:5]2=[N:6][CH:7]=1.O.[OH-].[Li+].O, predict the reaction product. (3) Given the reactants C[O:2][C:3](=[O:23])[C:4]1[C:5](=[C:10]([O:14][CH2:15][C:16]2[CH:21]=[CH:20][CH:19]=[C:18]([Br:22])[CH:17]=2)[CH:11]=[CH:12][CH:13]=1)[C:6]([O:8]C)=[O:7], predict the reaction product. The product is: [Br:22][C:18]1[CH:17]=[C:16]([CH:21]=[CH:20][CH:19]=1)[CH2:15][O:14][C:10]1[CH:11]=[CH:12][CH:13]=[C:4]([C:3]([OH:23])=[O:2])[C:5]=1[C:6]([OH:8])=[O:7].